Dataset: NCI-60 drug combinations with 297,098 pairs across 59 cell lines. Task: Regression. Given two drug SMILES strings and cell line genomic features, predict the synergy score measuring deviation from expected non-interaction effect. (1) Cell line: NCIH23. Synergy scores: CSS=16.4, Synergy_ZIP=-5.06, Synergy_Bliss=3.98, Synergy_Loewe=0.973, Synergy_HSA=3.38. Drug 1: CC(CN1CC(=O)NC(=O)C1)N2CC(=O)NC(=O)C2. Drug 2: N.N.Cl[Pt+2]Cl. (2) Drug 1: CC1C(C(CC(O1)OC2CC(CC3=C2C(=C4C(=C3O)C(=O)C5=C(C4=O)C(=CC=C5)OC)O)(C(=O)C)O)N)O.Cl. Drug 2: CN(C(=O)NC(C=O)C(C(C(CO)O)O)O)N=O. Cell line: SW-620. Synergy scores: CSS=19.6, Synergy_ZIP=-1.93, Synergy_Bliss=-5.30, Synergy_Loewe=-15.9, Synergy_HSA=-5.17. (3) Drug 1: C1=C(C(=O)NC(=O)N1)N(CCCl)CCCl. Drug 2: CC(C1=C(C=CC(=C1Cl)F)Cl)OC2=C(N=CC(=C2)C3=CN(N=C3)C4CCNCC4)N. Cell line: RXF 393. Synergy scores: CSS=6.86, Synergy_ZIP=-7.93, Synergy_Bliss=-7.07, Synergy_Loewe=-6.60, Synergy_HSA=-6.23. (4) Drug 1: C1=NC2=C(N1)C(=S)N=CN2. Drug 2: C1C(C(OC1N2C=NC3=C2NC=NCC3O)CO)O. Cell line: OVCAR3. Synergy scores: CSS=54.8, Synergy_ZIP=7.04, Synergy_Bliss=0.867, Synergy_Loewe=-5.42, Synergy_HSA=2.08. (5) Drug 1: CC(CN1CC(=O)NC(=O)C1)N2CC(=O)NC(=O)C2. Drug 2: C1=CN(C=N1)CC(O)(P(=O)(O)O)P(=O)(O)O. Cell line: HCC-2998. Synergy scores: CSS=0.411, Synergy_ZIP=-3.45, Synergy_Bliss=-6.39, Synergy_Loewe=-8.09, Synergy_HSA=-6.79. (6) Drug 1: CC12CCC(CC1=CCC3C2CCC4(C3CC=C4C5=CN=CC=C5)C)O. Drug 2: CC1=C(C=C(C=C1)NC(=O)C2=CC=C(C=C2)CN3CCN(CC3)C)NC4=NC=CC(=N4)C5=CN=CC=C5. Cell line: NCI-H322M. Synergy scores: CSS=2.02, Synergy_ZIP=-1.12, Synergy_Bliss=-0.102, Synergy_Loewe=-1.92, Synergy_HSA=-1.13.